From a dataset of Full USPTO retrosynthesis dataset with 1.9M reactions from patents (1976-2016). Predict the reactants needed to synthesize the given product. (1) Given the product [F:1][C:2]1[CH:7]=[C:6]([C:8]2[CH:9]=[C:10]3[C:16]([C:17]4[CH:21]=[CH:20][N:19]([CH2:22][CH2:23][C:24]5[CH:25]=[CH:26][CH:27]=[CH:28][CH:29]=5)[N:18]=4)=[CH:15][NH:14][C:11]3=[N:12][CH:13]=2)[CH:5]=[CH:4][C:3]=1[CH:30]1[CH2:31][CH2:32][NH:33][CH2:34][CH2:35]1, predict the reactants needed to synthesize it. The reactants are: [F:1][C:2]1[CH:7]=[C:6]([C:8]2[CH:9]=[C:10]3[C:16]([C:17]4[CH:21]=[CH:20][N:19]([CH2:22][CH2:23][C:24]5[CH:29]=[CH:28][CH:27]=[CH:26][CH:25]=5)[N:18]=4)=[CH:15][NH:14][C:11]3=[N:12][CH:13]=2)[CH:5]=[CH:4][C:3]=1[CH:30]1[CH2:35][CH2:34][N:33](C(OC(C)(C)C)=O)[CH2:32][CH2:31]1. (2) Given the product [Cl:5][C:6]1[CH:28]=[C:27]([N:29]2[CH2:33][CH2:32][CH2:31][CH2:30]2)[CH:26]=[CH:25][C:7]=1[C:8]([N:10]1[C:16]2[CH:17]=[CH:18][CH:19]=[CH:20][C:15]=2[CH2:14][N:13]([CH2:21][C:22]2[NH:23][N:3]=[N:2][N:1]=2)[C:12](=[O:24])[CH2:11]1)=[O:9], predict the reactants needed to synthesize it. The reactants are: [N-:1]=[N+:2]=[N-:3].[Na+].[Cl:5][C:6]1[CH:28]=[C:27]([N:29]2[CH2:33][CH2:32][CH2:31][CH2:30]2)[CH:26]=[CH:25][C:7]=1[C:8]([N:10]1[C:16]2[CH:17]=[CH:18][CH:19]=[CH:20][C:15]=2[CH2:14][N:13]([CH2:21][C:22]#[N:23])[C:12](=[O:24])[CH2:11]1)=[O:9].Cl.CN(C)C.Cl. (3) Given the product [NH:31]1[C:35]([CH2:36][C:37]([N:1]2[CH2:6][CH2:5][CH:4]([C:7]3[CH:8]=[CH:9][C:10]([NH:13][C:14]([C:16]4[N:17]=[C:18]([C:25]5[CH:30]=[CH:29][CH:28]=[CH:27][CH:26]=5)[O:19][C:20]=4[C:21]([F:22])([F:23])[F:24])=[O:15])=[CH:11][CH:12]=3)[CH2:3][CH2:2]2)=[O:38])=[N:34][N:33]=[N:32]1, predict the reactants needed to synthesize it. The reactants are: [NH:1]1[CH2:6][CH2:5][CH:4]([C:7]2[CH:12]=[CH:11][C:10]([NH:13][C:14]([C:16]3[N:17]=[C:18]([C:25]4[CH:30]=[CH:29][CH:28]=[CH:27][CH:26]=4)[O:19][C:20]=3[C:21]([F:24])([F:23])[F:22])=[O:15])=[CH:9][CH:8]=2)[CH2:3][CH2:2]1.[NH:31]1[C:35]([CH2:36][C:37](O)=[O:38])=[N:34][N:33]=[N:32]1.C(N(CC)CC)C.F[P-](F)(F)(F)(F)F.N1(O[P+](N(C)C)(N(C)C)N(C)C)C2C=CC=CC=2N=N1. (4) Given the product [CH:1]1([C:4]([NH:6][S:27]([C:22]2[CH:23]=[CH:24][C:25]([F:26])=[C:20]([CH:21]=2)[C:18]([NH:17][C:12]2[CH:13]=[CH:14][C:15]([F:16])=[C:10]([F:9])[CH:11]=2)=[O:19])(=[O:29])=[O:28])=[O:5])[CH2:3][CH2:2]1, predict the reactants needed to synthesize it. The reactants are: [CH:1]1([C:4]([NH2:6])=[O:5])[CH2:3][CH2:2]1.[H-].[Na+].[F:9][C:10]1[CH:11]=[C:12]([NH:17][C:18]([C:20]2[CH:21]=[C:22]([S:27](Cl)(=[O:29])=[O:28])[CH:23]=[CH:24][C:25]=2[F:26])=[O:19])[CH:13]=[CH:14][C:15]=1[F:16]. (5) Given the product [Cl:15][C:5]1[C:4]2[C:9](=[CH:10][CH:11]=[C:2]([F:1])[CH:3]=2)[CH:8]=[N:7][CH:6]=1, predict the reactants needed to synthesize it. The reactants are: [F:1][C:2]1[CH:3]=[C:4]2[C:9](=[CH:10][CH:11]=1)[CH:8]=[N:7][CH:6]=[CH:5]2.S(Cl)([Cl:15])(=O)=O.